Dataset: Peptide-MHC class I binding affinity with 185,985 pairs from IEDB/IMGT. Task: Regression. Given a peptide amino acid sequence and an MHC pseudo amino acid sequence, predict their binding affinity value. This is MHC class I binding data. (1) The peptide sequence is KDPLITSGC. The MHC is HLA-B44:03 with pseudo-sequence HLA-B44:03. The binding affinity (normalized) is 0. (2) The peptide sequence is RYPLTLGW. The MHC is HLA-B07:02 with pseudo-sequence HLA-B07:02. The binding affinity (normalized) is 0.217. (3) The peptide sequence is SVKGRFTI. The MHC is HLA-A02:03 with pseudo-sequence HLA-A02:03. The binding affinity (normalized) is 0.282. (4) The peptide sequence is GAWCYDYTV. The MHC is HLA-B39:01 with pseudo-sequence HLA-B39:01. The binding affinity (normalized) is 0.0847. (5) The peptide sequence is SNFTSTTVK. The MHC is HLA-A33:01 with pseudo-sequence HLA-A33:01. The binding affinity (normalized) is 0.0664.